This data is from Forward reaction prediction with 1.9M reactions from USPTO patents (1976-2016). The task is: Predict the product of the given reaction. (1) Given the reactants [CH2:1]([N:4]([CH2:15][CH:16]=[N:17][OH:18])[C:5](=[O:14])[O:6][CH2:7][C:8]1[CH:13]=[CH:12][CH:11]=[CH:10][CH:9]=1)[CH:2]=[CH2:3].Cl[O-].[Na+], predict the reaction product. The product is: [N:17]1[O:18][CH2:3][CH:2]2[CH2:1][N:4]([C:5]([O:6][CH2:7][C:8]3[CH:13]=[CH:12][CH:11]=[CH:10][CH:9]=3)=[O:14])[CH2:15][C:16]=12. (2) Given the reactants [Cl:1][CH2:2][CH2:3][CH2:4]Cl.[Cl:6][SiH:7]([Cl:9])[Cl:8], predict the reaction product. The product is: [Cl:6][Si:7]([Cl:9])([Cl:8])[CH2:2][CH2:3][CH2:4][Si:7]([Cl:9])([Cl:8])[Cl:6].[Cl:1][CH2:2][CH2:3][CH2:4][Si:7]([Cl:9])([Cl:8])[Cl:6]. (3) Given the reactants [CH3:1][O:2][C:3]1[CH:22]=[CH:21][C:6]([CH2:7][C@@H:8]2[C:12]3=[N:13][C:14]4[CH:19]=[CH:18][CH:17]=[CH:16][C:15]=4[N:11]3[C:10](=[O:20])[NH:9]2)=[CH:5][CH:4]=1.[CH3:23][O:24][C:25]1[CH:26]=[C:27]([C@@H:31]([NH2:33])[CH3:32])[CH:28]=[CH:29][CH:30]=1.C(O)(C(F)(F)F)=O, predict the reaction product. The product is: [NH:11]1[C:15]2[CH:16]=[CH:17][CH:18]=[CH:19][C:14]=2[N:13]=[C:12]1[C@H:8]([NH:9][C:10]([NH:33][C@H:31]([C:27]1[CH:28]=[CH:29][CH:30]=[C:25]([O:24][CH3:23])[CH:26]=1)[CH3:32])=[O:20])[CH2:7][C:6]1[CH:5]=[CH:4][C:3]([O:2][CH3:1])=[CH:22][CH:21]=1. (4) Given the reactants [CH3:1][O:2][C:3]([C:5]1[C:9]2[N:10]=[CH:11][NH:12][C:13](=[O:14])[C:8]=2[N:7]([CH2:15][CH:16]=[C:17]([CH3:19])[CH3:18])[C:6]=1[N:20]1[CH2:25][CH2:24][CH2:23][C@@H:22]([NH:26][C:27]([O:29][C:30]([CH3:33])([CH3:32])[CH3:31])=[O:28])[CH2:21]1)=[O:4].Br[CH2:35][C:36]([C:38]1[CH:43]=[CH:42][CH:41]=[C:40]([O:44][CH3:45])[CH:39]=1)=[O:37].C(=O)([O-])[O-].[K+].[K+], predict the reaction product. The product is: [CH3:1][O:2][C:3]([C:5]1[C:9]2[N:10]=[CH:11][N:12]([CH2:35][C:36]([C:38]3[CH:43]=[CH:42][CH:41]=[C:40]([O:44][CH3:45])[CH:39]=3)=[O:37])[C:13](=[O:14])[C:8]=2[N:7]([CH2:15][CH:16]=[C:17]([CH3:19])[CH3:18])[C:6]=1[N:20]1[CH2:25][CH2:24][CH2:23][C@@H:22]([NH:26][C:27]([O:29][C:30]([CH3:33])([CH3:32])[CH3:31])=[O:28])[CH2:21]1)=[O:4]. (5) Given the reactants [CH2:1]([CH:4]1[N:8]([CH3:9])[C:7](=[O:10])[N:6]([C:11]2[CH:16]=[C:15]([C:17]([F:20])([F:19])[F:18])[CH:14]=[CH:13][N:12]=2)[C:5]1=[O:21])[CH:2]=[CH2:3].CC(C)=O.C(=O)=O.[BH4-].[Na+], predict the reaction product. The product is: [CH2:1]([CH:4]1[N:8]([CH3:9])[C:7](=[O:10])[N:6]([C:11]2[CH:16]=[C:15]([C:17]([F:20])([F:18])[F:19])[CH:14]=[CH:13][N:12]=2)[CH:5]1[OH:21])[CH:2]=[CH2:3]. (6) Given the reactants [NH2:1][CH2:2][CH2:3][C:4]1[CH:9]=[CH:8][C:7]([NH2:10])=[C:6]([N+:11]([O-:13])=[O:12])[CH:5]=1.C(N(CC)CC)C.[F:21][C:22]1[CH:23]=[C:24]([CH:28]=[CH:29][C:30]=1[F:31])[C:25](Cl)=[O:26].C(OCC)(=O)C, predict the reaction product. The product is: [NH2:10][C:7]1[CH:8]=[CH:9][C:4]([CH2:3][CH2:2][NH:1][C:25](=[O:26])[C:24]2[CH:28]=[CH:29][C:30]([F:31])=[C:22]([F:21])[CH:23]=2)=[CH:5][C:6]=1[N+:11]([O-:13])=[O:12].